The task is: Predict the reactants needed to synthesize the given product.. This data is from Full USPTO retrosynthesis dataset with 1.9M reactions from patents (1976-2016). (1) Given the product [C:12]([O:11][C:9]([N:16]1[CH2:21][CH2:20][CH2:19][CH:18]([O:8][C:3]2[CH:4]=[CH:5][CH:6]=[CH:7][C:2]=2[Br:1])[CH2:17]1)=[O:10])([CH3:15])([CH3:13])[CH3:14], predict the reactants needed to synthesize it. The reactants are: [Br:1][C:2]1[CH:7]=[CH:6][CH:5]=[CH:4][C:3]=1[OH:8].[C:9]([N:16]1[CH2:21][CH2:20][CH2:19][CH:18](O)[CH2:17]1)([O:11][C:12]([CH3:15])([CH3:14])[CH3:13])=[O:10].C1(P(C2C=CC=CC=2)C2C=CC=CC=2)C=CC=CC=1.CC(OC(/N=N/C(OC(C)C)=O)=O)C. (2) Given the product [Si:18]([O:35][CH2:36][CH2:37][CH:38]([C:47](=[O:52])[C:2]#[C:3][CH:4]1[CH2:7][CH:6]([CH2:8][CH:9]([CH3:11])[CH3:10])[CH2:5]1)[CH2:39][C:40]([O:42][C:43]([CH3:46])([CH3:45])[CH3:44])=[O:41])([C:31]([CH3:32])([CH3:34])[CH3:33])([C:25]1[CH:30]=[CH:29][CH:28]=[CH:27][CH:26]=1)[C:19]1[CH:20]=[CH:21][CH:22]=[CH:23][CH:24]=1, predict the reactants needed to synthesize it. The reactants are: Br[C:2](Br)=[CH:3][CH:4]1[CH2:7][CH:6]([CH2:8][CH:9]([CH3:11])[CH3:10])[CH2:5]1.C([Li])CCC.[Si:18]([O:35][CH2:36][CH2:37][CH:38]([C:47](=[O:52])NCOC)[CH2:39][C:40]([O:42][C:43]([CH3:46])([CH3:45])[CH3:44])=[O:41])([C:31]([CH3:34])([CH3:33])[CH3:32])([C:25]1[CH:30]=[CH:29][CH:28]=[CH:27][CH:26]=1)[C:19]1[CH:24]=[CH:23][CH:22]=[CH:21][CH:20]=1.[Cl-].[NH4+].